Dataset: Full USPTO retrosynthesis dataset with 1.9M reactions from patents (1976-2016). Task: Predict the reactants needed to synthesize the given product. Given the product [Br:2][C:3]1[C:8]2=[N:9][C:10]([N:28]3[CH2:33][CH2:32][O:31][CH2:30][CH2:29]3)=[CH:11][C:12](=[O:13])[N:7]2[CH:6]=[C:5]([CH3:15])[CH:4]=1, predict the reactants needed to synthesize it. The reactants are: Cl.[Br:2][C:3]1[C:8]2=[N:9][C:10](O)=[CH:11][C:12](=[O:13])[N:7]2[CH:6]=[C:5]([CH3:15])[CH:4]=1.C(N(CC)CC)C.CS(Cl)(=O)=O.[NH:28]1[CH2:33][CH2:32][O:31][CH2:30][CH2:29]1.